Dataset: Catalyst prediction with 721,799 reactions and 888 catalyst types from USPTO. Task: Predict which catalyst facilitates the given reaction. Reactant: CC1C=C(C)NC(=O)C=1C[NH:11][C:12](=[O:33])[C:13]1[CH:18]=[C:17](N2CCCCC2)[N:16]=[C:15](C2C=CC(C=O)=CC=2)[CH:14]=1.CNC.C(O)(=O)C.C([BH3-])#N.[Na+]. Product: [C:12]([NH2:11])(=[O:33])[C:13]1[CH:18]=[CH:17][N:16]=[CH:15][CH:14]=1. The catalyst class is: 5.